This data is from Forward reaction prediction with 1.9M reactions from USPTO patents (1976-2016). The task is: Predict the product of the given reaction. (1) Given the reactants [Br:1][C:2]1[CH:7]=[CH:6][CH:5]=[C:4](F)[CH:3]=1.[CH2:9]([N:14]1[C:22](=[O:23])[C:21]2[C:16](=[CH:17][CH:18]=[CH:19][CH:20]=2)[C:15]1=[O:24])[CH2:10][CH2:11][C:12]#[CH:13].C(N(CC)CC)C, predict the reaction product. The product is: [Br:1][C:2]1[CH:3]=[C:4]([C:13]#[C:12][CH2:11][CH2:10][CH2:9][N:14]2[C:15](=[O:24])[C:16]3[C:21](=[CH:20][CH:19]=[CH:18][CH:17]=3)[C:22]2=[O:23])[CH:5]=[CH:6][CH:7]=1. (2) Given the reactants [ClH:1].[OH:2][S:3]([OH:6])(=[O:5])=[O:4].[CH3:7][C:8]([OH:10])=[O:9], predict the reaction product. The product is: [ClH:1].[OH:5][S:3]([OH:6])(=[O:4])=[O:2].[C:8]([OH:10])(=[O:9])[CH2:7][CH2:7][C:8]([OH:10])=[O:9]. (3) Given the reactants [CH3:1][N:2]1[CH:6]=[C:5]([C:7]2[CH:8]=[C:9]3[C:13](=[CH:14][CH:15]=2)[NH:12][CH2:11][CH2:10]3)[C:4]([C:16]([F:19])([F:18])[F:17])=[N:3]1.Br[C:21]1[C:25]2[CH2:26][N:27]([C:30](=[O:32])[CH3:31])[CH2:28][CH2:29][C:24]=2[N:23]([CH:33]2[CH2:37][CH2:36][O:35][CH2:34]2)[N:22]=1.COC(C)(C)C.C1(P(C2CCCCC2)C2C=CC=CC=2C2C(OC(C)C)=CC=CC=2OC(C)C)CCCCC1.C(O[Na])(C)(C)C, predict the reaction product. The product is: [CH3:1][N:2]1[CH:6]=[C:5]([C:7]2[CH:8]=[C:9]3[C:13](=[CH:14][CH:15]=2)[N:12]([C:21]2[C:25]4[CH2:26][N:27]([C:30](=[O:32])[CH3:31])[CH2:28][CH2:29][C:24]=4[N:23]([CH:33]4[CH2:37][CH2:36][O:35][CH2:34]4)[N:22]=2)[CH2:11][CH2:10]3)[C:4]([C:16]([F:19])([F:17])[F:18])=[N:3]1. (4) Given the reactants C(=O)([O-])[O-].[Cs+].[Cs+].[NH2:7][C:8]1[N:9]=[C:10]([C:19]2[CH:24]=[C:23]([OH:25])[C:22]([Cl:26])=[CH:21][C:20]=2[Cl:27])[C:11]2[CH:16]=[C:15]([C:17]#[N:18])[S:14][C:12]=2[N:13]=1.ClCCl.Br.Br[CH2:33][CH2:34][N:35]([CH2:38][CH3:39])[CH2:36][CH3:37], predict the reaction product. The product is: [NH2:7][C:8]1[N:9]=[C:10]([C:19]2[CH:24]=[C:23]([O:25][CH2:33][CH2:34][N:35]([CH2:38][CH3:39])[CH2:36][CH3:37])[C:22]([Cl:26])=[CH:21][C:20]=2[Cl:27])[C:11]2[CH:16]=[C:15]([C:17]#[N:18])[S:14][C:12]=2[N:13]=1. (5) Given the reactants [CH:1]1([C:4]2[CH:8]=[C:7]([CH:9]3[CH2:11][CH2:10]3)[N:6]([C:12]3[N:17]=[CH:16][C:15]([NH:18][C:19]([C:21]4[CH:22]=[C:23]5[C:28](=[CH:29][CH:30]=4)[N:27]=[CH:26][CH:25]=[CH:24]5)=[O:20])=[CH:14][CH:13]=3)[N:5]=2)[CH2:3][CH2:2]1.[ClH:31], predict the reaction product. The product is: [ClH:31].[ClH:31].[CH:1]1([C:4]2[CH:8]=[C:7]([CH:9]3[CH2:11][CH2:10]3)[N:6]([C:12]3[N:17]=[CH:16][C:15]([NH:18][C:19]([C:21]4[CH:22]=[C:23]5[C:28](=[CH:29][CH:30]=4)[N:27]=[CH:26][CH:25]=[CH:24]5)=[O:20])=[CH:14][CH:13]=3)[N:5]=2)[CH2:2][CH2:3]1. (6) Given the reactants [CH:1]12[CH2:6][CH:5]1[CH2:4][N:3]([C:7]1[N:12]=[C:11]([NH:13][CH2:14][C:15]3[CH:20]=[CH:19][C:18]([O:21][CH3:22])=[C:17]([Cl:23])[CH:16]=3)[C:10]([C:24](O)=[O:25])=[CH:9][N:8]=1)[CH2:2]2.[F:27][C:28]1[CH:35]=[CH:34][C:31]([CH2:32][NH2:33])=[CH:30][CH:29]=1.C(N(CC)CC)C.CN(C(ON1N=NC2C=CC=NC1=2)=[N+](C)C)C.F[P-](F)(F)(F)(F)F, predict the reaction product. The product is: [CH:1]12[CH2:6][CH:5]1[CH2:4][N:3]([C:7]1[N:12]=[C:11]([NH:13][CH2:14][C:15]3[CH:20]=[CH:19][C:18]([O:21][CH3:22])=[C:17]([Cl:23])[CH:16]=3)[C:10]([C:24]([NH:33][CH2:32][C:31]3[CH:34]=[CH:35][C:28]([F:27])=[CH:29][CH:30]=3)=[O:25])=[CH:9][N:8]=1)[CH2:2]2. (7) Given the reactants C(Cl)(=O)C(Cl)=O.CS(C)=O.[Cl:11][C:12]1[C:21]([CH2:22][OH:23])=[C:20]([CH2:24][N:25]2[CH2:30][CH2:29][N:28]([CH3:31])[CH2:27][CH2:26]2)[C:19]2[CH:18]=[C:17]3[O:32][CH2:33][CH2:34][O:35][C:16]3=[CH:15][C:14]=2[N:13]=1.C(N(CC)CC)C, predict the reaction product. The product is: [Cl:11][C:12]1[C:21]([CH:22]=[O:23])=[C:20]([CH2:24][N:25]2[CH2:26][CH2:27][N:28]([CH3:31])[CH2:29][CH2:30]2)[C:19]2[CH:18]=[C:17]3[O:32][CH2:33][CH2:34][O:35][C:16]3=[CH:15][C:14]=2[N:13]=1. (8) Given the reactants [NH:1]1[CH2:3][C@H:2]1[CH2:4][O:5][C:6]1[CH:7]=[C:8]([C:12]2[CH:13]=[C:14]3[C:19](=[C:20]([NH2:22])[N:21]=2)[CH:18]=[N:17][C:16]2[CH:23]=[C:24]([O:29][CH3:30])[C:25]([O:27][CH3:28])=[CH:26][C:15]3=2)[CH:9]=[N:10][CH:11]=1.C(N(C(C)C)CC)(C)C.[CH3:40][C:41]([O:44][C:45](O[C:45]([O:44][C:41]([CH3:43])([CH3:42])[CH3:40])=[O:46])=[O:46])([CH3:43])[CH3:42], predict the reaction product. The product is: [NH2:22][C:20]1[N:21]=[C:12]([C:8]2[CH:7]=[C:6]([O:5][CH2:4][CH:2]3[CH2:3][N@@:1]3[C:45]([O:44][C:41]([CH3:43])([CH3:42])[CH3:40])=[O:46])[CH:11]=[N:10][CH:9]=2)[CH:13]=[C:14]2[C:19]=1[CH:18]=[N:17][C:16]1[CH:23]=[C:24]([O:29][CH3:30])[C:25]([O:27][CH3:28])=[CH:26][C:15]2=1. (9) Given the reactants [N:1]1([CH2:7][C:8]2[CH:17]=[CH:16][C:11]3[NH:12][CH2:13][CH2:14][O:15][C:10]=3[CH:9]=2)[CH2:6][CH2:5][O:4][CH2:3][CH2:2]1.C([O:20][CH:21]=[C:22]([C:28](OCC)=O)[C:23]([O:25][CH2:26][CH3:27])=[O:24])C, predict the reaction product. The product is: [N:1]1([CH2:7][C:8]2[CH:17]=[C:16]3[C:11]4=[C:10]([O:15][CH2:14][CH2:13][N:12]4[CH:28]=[C:22]([C:23]([O:25][CH2:26][CH3:27])=[O:24])[C:21]3=[O:20])[CH:9]=2)[CH2:2][CH2:3][O:4][CH2:5][CH2:6]1. (10) Given the reactants [CH3:1][O:2][C:3]1[CH:12]=[C:11]2[C:6]([CH2:7][CH2:8][CH:9]([OH:13])[CH2:10]2)=[CH:5][CH:4]=1.[CH3:14][C:15](O)=[O:16], predict the reaction product. The product is: [CH3:1][O:2][C:3]1[CH:12]=[C:11]2[C:6]([CH2:7][CH2:8][CH:9]([O:13][C:15](=[O:16])[CH3:14])[CH2:10]2)=[CH:5][CH:4]=1.